From a dataset of Full USPTO retrosynthesis dataset with 1.9M reactions from patents (1976-2016). Predict the reactants needed to synthesize the given product. (1) Given the product [N:18]1[CH:19]=[CH:20][CH:21]=[CH:22][C:17]=1[O:8][C:5]1[CH:4]=[CH:3][C:2]([NH2:1])=[N:7][CH:6]=1, predict the reactants needed to synthesize it. The reactants are: [NH2:1][C:2]1[N:7]=[CH:6][C:5]([OH:8])=[CH:4][CH:3]=1.S1(CCCC1)(=O)=O.F[C:17]1[CH:22]=[CH:21][CH:20]=[CH:19][N:18]=1. (2) Given the product [C:14]([N:7]1[CH2:24][C:25](=[O:26])[C:13]2[CH:12]=[CH:11][CH:10]=[CH:9][C:8]=2[C:1]2[CH:6]=[CH:5][CH:4]=[CH:3][C:2]1=2)(=[O:21])[C:15]1[CH:20]=[CH:19][CH:18]=[CH:17][CH:16]=1, predict the reactants needed to synthesize it. The reactants are: [C:1]1([C:8]2[CH:13]=[CH:12][CH:11]=[CH:10][CH:9]=2)[C:2]([NH2:7])=[CH:3][CH:4]=[CH:5][CH:6]=1.[C:14](Cl)(=[O:21])[C:15]1[CH:20]=[CH:19][CH:18]=[CH:17][CH:16]=1.Br[CH2:24][C:25](OCC)=[O:26]. (3) The reactants are: [N+:1]([C:4]1[CH:9]=[CH:8][C:7]([OH:10])=[CH:6][CH:5]=1)([O-:3])=[O:2].Cl[CH2:12][CH2:13][C:14]([OH:16])=[O:15].[OH-].[K+].Cl. Given the product [N+:1]([C:4]1[CH:9]=[CH:8][C:7]([O:10][CH2:12][CH2:13][C:14]([OH:16])=[O:15])=[CH:6][CH:5]=1)([O-:3])=[O:2], predict the reactants needed to synthesize it.